This data is from Full USPTO retrosynthesis dataset with 1.9M reactions from patents (1976-2016). The task is: Predict the reactants needed to synthesize the given product. (1) Given the product [C:28]1([S:34]([CH2:37][C:38]2[C:43]([C:44]([O:46][CH3:1])=[O:45])=[C:42]([C:41]([C:48]3[CH:52]=[CH:51][O:50][CH:49]=3)=[CH:40][CH:39]=2)[O:47][CH:62]2[CH2:63][N:60]([C:53]([O:55][C:56]([CH3:59])([CH3:58])[CH3:57])=[O:54])[CH2:61]2)(=[O:36])=[O:35])[CH:29]=[CH:30][CH:31]=[CH:32][CH:33]=1, predict the reactants needed to synthesize it. The reactants are: [CH2:1](P(CCCC)CCCC)CCC.N(C(OC(C)C)=O)=NC(OC(C)C)=O.[C:28]1([S:34]([CH2:37][C:38]2[C:43]([C:44]([OH:46])=[O:45])=[C:42]([OH:47])[C:41]([C:48]3[CH:52]=[CH:51][O:50][CH:49]=3)=[CH:40][CH:39]=2)(=[O:36])=[O:35])[CH:33]=[CH:32][CH:31]=[CH:30][CH:29]=1.[C:53]([N:60]1[CH2:63][CH:62](O)[CH2:61]1)([O:55][C:56]([CH3:59])([CH3:58])[CH3:57])=[O:54]. (2) Given the product [BrH:31].[CH:1]1([NH:4][C:5](=[O:30])[C:6]2[CH:11]=[CH:10][C:9]([CH3:12])=[C:8]([NH:13][C:14](=[O:29])[C:15]3[CH:16]=[CH:17][C:18]([O:21][CH2:22][C:23]4[CH:27]=[C:26]([CH3:28])[O:25][N:24]=4)=[CH:19][CH:20]=3)[CH:7]=2)[CH2:3][CH2:2]1, predict the reactants needed to synthesize it. The reactants are: [CH:1]1([NH:4][C:5](=[O:30])[C:6]2[CH:11]=[CH:10][C:9]([CH3:12])=[C:8]([NH:13][C:14](=[O:29])[C:15]3[CH:20]=[CH:19][C:18]([O:21][CH2:22][C:23]4[CH:27]=[C:26]([CH3:28])[O:25][N:24]=4)=[CH:17][CH:16]=3)[CH:7]=2)[CH2:3][CH2:2]1.[BrH:31]. (3) Given the product [CH:1]([C:4]1[CH:5]=[CH:6][C:7]([CH:10]2[C:14]3[C:15]([CH3:31])=[C:16]([N:21]([CH2:22][C:23]4[CH:24]=[CH:25][C:26]([O:29][CH3:30])=[CH:27][CH:28]=4)[CH3:34])[C:17]([CH3:20])=[C:18]([CH3:19])[C:13]=3[O:12][C:11]2([CH3:33])[CH3:32])=[CH:8][CH:9]=1)([CH3:3])[CH3:2], predict the reactants needed to synthesize it. The reactants are: [CH:1]([C:4]1[CH:9]=[CH:8][C:7]([CH:10]2[C:14]3[C:15]([CH3:31])=[C:16]([NH:21][CH2:22][C:23]4[CH:28]=[CH:27][C:26]([O:29][CH3:30])=[CH:25][CH:24]=4)[C:17]([CH3:20])=[C:18]([CH3:19])[C:13]=3[O:12][C:11]2([CH3:33])[CH3:32])=[CH:6][CH:5]=1)([CH3:3])[CH3:2].[CH3:34]I.O. (4) Given the product [CH:1]([O:4][C:5]1[CH:13]=[CH:12][C:11]([S:14]([CH3:17])(=[O:16])=[O:15])=[CH:10][C:6]=1[C:7]([N:36]1[CH2:35][CH2:34][N:33]([C:31]2[S:32][C:28]([S:25]([C:20]3[CH:21]=[CH:22][CH:23]=[CH:24][N:19]=3)(=[O:27])=[O:26])=[CH:29][N:30]=2)[CH2:38][CH2:37]1)=[O:9])([CH3:2])[CH3:3], predict the reactants needed to synthesize it. The reactants are: [CH:1]([O:4][C:5]1[CH:13]=[CH:12][C:11]([S:14]([CH3:17])(=[O:16])=[O:15])=[CH:10][C:6]=1[C:7]([OH:9])=O)([CH3:3])[CH3:2].Cl.[N:19]1[CH:24]=[CH:23][CH:22]=[CH:21][C:20]=1[S:25]([C:28]1[S:32][C:31]([N:33]2[CH2:38][CH2:37][NH:36][CH2:35][CH2:34]2)=[N:30][CH:29]=1)(=[O:27])=[O:26]. (5) The reactants are: C1CCC=CCCC=1.[CH3:9][C:10]([CH3:14])=[C:11]([CH3:13])[CH3:12]. Given the product [CH3:9][C:10]([CH3:14])=[C:11]([CH3:13])[CH3:12].[CH:10]([CH:11]([CH3:13])[CH3:12])([CH3:14])[CH3:9], predict the reactants needed to synthesize it. (6) Given the product [NH:6]1[C:14](=[O:15])[C:1]2[NH:10][CH:8]=[N:7][C:2]=2[N:3]=[CH:4]1.[NH:23]1[C:4](=[O:5])[C:14]2[NH:16][CH:17]=[N:19][C:13]=2[NH:20][C:21]1=[O:22], predict the reactants needed to synthesize it. The reactants are: [C:1](O)(=O)[CH:2]([NH:7][C:8]([NH2:10])=O)[NH:3][C:4]([NH2:6])=[O:5].[CH:13]1([NH:20][C:21]([NH2:23])=[O:22])[NH:19][C:17](=O)[NH:16][C:14]1=[O:15]. (7) Given the product [C@H:57]1([NH:52][C:38]([C:41]2[CH:48]=[CH:47][C:44]([C:4]3[C:5]4[C:13](=[O:15])[N:9]5[C@H:8]([C:6]=4[N:21]=[C:22]([CH2:29][CH2:30][C:31]4[CH:32]=[CH:33][C:34]([F:37])=[CH:35][CH:36]=4)[C:23]=3[C:24]([O:26][CH2:27][CH3:28])=[O:25])[CH2:12][CH2:11][CH2:10]5)=[C:43]([N+:49]([O-:51])=[O:50])[CH:42]=2)=[O:40])[C:56]2[C:55](=[CH:101][CH:93]=[CH:94][CH:95]=2)[CH2:54][CH2:53]1, predict the reactants needed to synthesize it. The reactants are: C(O[C:4](=O)[CH2:5][C:6]([C@@H:8]1[CH2:12][CH2:11][CH2:10][N:9]1[C:13]([O:15]C(C)(C)C)=O)=O)C.[NH2:21]/[C:22](/[CH2:29][CH2:30][C:31]1[CH:36]=[CH:35][C:34]([F:37])=[CH:33][CH:32]=1)=[CH:23]\[C:24]([O:26][CH2:27][CH3:28])=[O:25].[C:38]([C:41]1[CH:48]=[CH:47][C:44](C=O)=[C:43]([N+:49]([O-:51])=[O:50])[CH:42]=1)([OH:40])=O.[NH:52]1[CH2:57][CH2:56][CH2:55][CH2:54][CH2:53]1.O=[N+]([O-])[O-].[O-][N+](=O)[O-].[O-][N+](=O)[O-].[O-][N+](=O)[O-].[O-][N+](=O)[O-].[O-][N+](=O)[O-].[Ce+4].[NH4+].[NH4+].CCN(CC)CC.N[C@H:93]1[C:101]2C(=CC=CC=2)[CH2:95][CH2:94]1.CCN=C=NCCCN(C)C.C1C=CC2N(O)N=NC=2C=1.C([O-])(O)=O.[Na+].